From a dataset of Forward reaction prediction with 1.9M reactions from USPTO patents (1976-2016). Predict the product of the given reaction. Given the reactants COC1C=CC(C[N:8]2[C:16]([CH3:18])([CH3:17])[C:15]3[C:10](=[CH:11][CH:12]=[C:13]([C:19]#[N:20])[CH:14]=3)[C:9]2=[O:21])=CC=1.O=[N+]([O-])[O-].[O-][N+](=O)[O-].[O-][N+](=O)[O-].[O-][N+](=O)[O-].[O-][N+](=O)[O-].[O-][N+](=O)[O-].[Ce+4].[NH4+].[NH4+], predict the reaction product. The product is: [CH3:17][C:16]1([CH3:18])[C:15]2[C:10](=[CH:11][CH:12]=[C:13]([C:19]#[N:20])[CH:14]=2)[C:9](=[O:21])[NH:8]1.